From a dataset of Full USPTO retrosynthesis dataset with 1.9M reactions from patents (1976-2016). Predict the reactants needed to synthesize the given product. (1) The reactants are: [CH3:1][C:2]1([CH3:19])[C:6]([CH3:8])([CH3:7])[O:5][B:4]([C:9]2[CH:14]=[CH:13][C:12]([CH2:15][C:16]([OH:18])=[O:17])=[CH:11][CH:10]=2)[O:3]1.[CH3:20]O. Given the product [CH3:8][C:6]1([CH3:7])[C:2]([CH3:19])([CH3:1])[O:3][B:4]([C:9]2[CH:14]=[CH:13][C:12]([CH2:15][C:16]([O:18][CH3:20])=[O:17])=[CH:11][CH:10]=2)[O:5]1, predict the reactants needed to synthesize it. (2) Given the product [CH3:1][O:2][C:3](=[O:28])[C:4]1[CH:9]=[C:8]([C:10](=[O:26])[C:11]2[CH:16]=[CH:15][C:14]([N:17]([C:19]3[CH:24]=[CH:23][C:22]([Cl:25])=[CH:21][CH:20]=3)[CH3:18])=[CH:13][N:12]=2)[CH:7]=[CH:6][C:5]=1[N:29]=[N+:30]=[N-:31], predict the reactants needed to synthesize it. The reactants are: [CH3:1][O:2][C:3](=[O:28])[C:4]1[CH:9]=[C:8]([C:10](=[O:26])[C:11]2[CH:16]=[CH:15][C:14]([N:17]([C:19]3[CH:24]=[CH:23][C:22]([Cl:25])=[CH:21][CH:20]=3)[CH3:18])=[CH:13][N:12]=2)[CH:7]=[CH:6][C:5]=1F.[N-:29]=[N+:30]=[N-:31].[Na+].